Dataset: Full USPTO retrosynthesis dataset with 1.9M reactions from patents (1976-2016). Task: Predict the reactants needed to synthesize the given product. (1) Given the product [NH2:14][C:11]1[CH:10]=[C:9]([C:17]2[N:22]=[CH:21][C:20]([CH:23]=[C:24]3[S:28][C:27](=[O:29])[NH:26][C:25]3=[O:30])=[CH:19][CH:18]=2)[CH:8]=[C:7]([CH:1]2[CH2:2][CH2:3][CH2:4][CH2:5][CH2:6]2)[C:12]=1[OH:13], predict the reactants needed to synthesize it. The reactants are: [CH:1]1([C:7]2[CH:8]=[C:9]([C:17]3[N:22]=[CH:21][C:20]([CH:23]=[C:24]4[S:28][C:27](=[O:29])[NH:26][C:25]4=[O:30])=[CH:19][CH:18]=3)[CH:10]=[C:11]([N+:14]([O-])=O)[C:12]=2[OH:13])[CH2:6][CH2:5][CH2:4][CH2:3][CH2:2]1.[PH2]([O-])=O.[Na+]. (2) Given the product [C:13]([CH:12]([NH:11][C:9]([C:6]1[CH:5]=[CH:4][C:3]([CH3:16])=[CH:8][CH:7]=1)=[O:10])[CH2:18][CH2:19][CH2:20][CH2:21][CH2:22][C:23]([O:25][CH2:26][CH3:27])=[O:24])(=[O:15])[CH3:14], predict the reactants needed to synthesize it. The reactants are: [H-].[Na+].[C:3]1([CH3:16])[CH:8]=[CH:7][C:6]([C:9]([NH:11][CH2:12][C:13](=[O:15])[CH3:14])=[O:10])=[CH:5][CH:4]=1.I[CH2:18][CH2:19][CH2:20][CH2:21][CH2:22][C:23]([O:25][CH2:26][CH3:27])=[O:24].